Dataset: NCI-60 drug combinations with 297,098 pairs across 59 cell lines. Task: Regression. Given two drug SMILES strings and cell line genomic features, predict the synergy score measuring deviation from expected non-interaction effect. (1) Drug 1: C1=NC2=C(N1)C(=S)N=C(N2)N. Drug 2: CC12CCC3C(C1CCC2O)C(CC4=C3C=CC(=C4)O)CCCCCCCCCS(=O)CCCC(C(F)(F)F)(F)F. Cell line: K-562. Synergy scores: CSS=43.1, Synergy_ZIP=0.799, Synergy_Bliss=-0.936, Synergy_Loewe=-8.34, Synergy_HSA=-0.651. (2) Drug 1: C1CCC(C1)C(CC#N)N2C=C(C=N2)C3=C4C=CNC4=NC=N3. Drug 2: C1=C(C(=O)NC(=O)N1)N(CCCl)CCCl. Cell line: SF-295. Synergy scores: CSS=46.9, Synergy_ZIP=2.40, Synergy_Bliss=5.12, Synergy_Loewe=0.318, Synergy_HSA=6.28. (3) Drug 1: COC1=NC(=NC2=C1N=CN2C3C(C(C(O3)CO)O)O)N. Drug 2: C(CCl)NC(=O)N(CCCl)N=O. Cell line: KM12. Synergy scores: CSS=5.62, Synergy_ZIP=-2.67, Synergy_Bliss=-5.40, Synergy_Loewe=-5.01, Synergy_HSA=-4.99. (4) Cell line: HOP-62. Synergy scores: CSS=17.6, Synergy_ZIP=5.20, Synergy_Bliss=12.9, Synergy_Loewe=9.02, Synergy_HSA=9.97. Drug 1: C1CCC(CC1)NC(=O)N(CCCl)N=O. Drug 2: CCCS(=O)(=O)NC1=C(C(=C(C=C1)F)C(=O)C2=CNC3=C2C=C(C=N3)C4=CC=C(C=C4)Cl)F. (5) Drug 1: CC1=C(C(CCC1)(C)C)C=CC(=CC=CC(=CC(=O)O)C)C. Drug 2: C(=O)(N)NO. Cell line: OVCAR-5. Synergy scores: CSS=-0.940, Synergy_ZIP=1.92, Synergy_Bliss=3.80, Synergy_Loewe=1.56, Synergy_HSA=1.34. (6) Drug 1: CN1CCC(CC1)COC2=C(C=C3C(=C2)N=CN=C3NC4=C(C=C(C=C4)Br)F)OC. Drug 2: C#CCC(CC1=CN=C2C(=N1)C(=NC(=N2)N)N)C3=CC=C(C=C3)C(=O)NC(CCC(=O)O)C(=O)O. Cell line: HL-60(TB). Synergy scores: CSS=-9.03, Synergy_ZIP=-12.9, Synergy_Bliss=-32.3, Synergy_Loewe=-81.5, Synergy_HSA=-37.6.